This data is from Catalyst prediction with 721,799 reactions and 888 catalyst types from USPTO. The task is: Predict which catalyst facilitates the given reaction. (1) Reactant: Cl.[F:2][C:3]1[CH:4]=[C:5]([C:11]2[CH2:12][CH2:13][NH:14][CH2:15][CH:16]=2)[CH:6]=[CH:7][C:8]=1[O:9][CH3:10].C(N(CC)CC)C.[CH3:24][S:25](Cl)(=[O:27])=[O:26]. Product: [F:2][C:3]1[CH:4]=[C:5]([C:11]2[CH2:16][CH2:15][N:14]([S:25]([CH3:24])(=[O:27])=[O:26])[CH2:13][CH:12]=2)[CH:6]=[CH:7][C:8]=1[O:9][CH3:10]. The catalyst class is: 4. (2) The catalyst class is: 63. Product: [CH3:48][O:47][CH2:46][CH2:45][NH:8][C:9]1[N:13]([C:14]2[N:22]=[C:21]3[C:17]([N:18]=[C:19]([CH2:24][N:25]4[CH2:26][CH2:27][CH:28]([C:31]([OH:34])([CH3:33])[CH3:32])[CH2:29][CH2:30]4)[N:20]3[CH3:23])=[C:16]([N:35]3[CH2:40][CH2:39][O:38][CH2:37][CH2:36]3)[N:15]=2)[C:12]2[CH:41]=[CH:42][CH:43]=[CH:44][C:11]=2[N:10]=1. Reactant: C([N:8]([CH2:45][CH2:46][O:47][CH3:48])[C:9]1[N:13]([C:14]2[N:22]=[C:21]3[C:17]([N:18]=[C:19]([CH2:24][N:25]4[CH2:30][CH2:29][CH:28]([C:31]([OH:34])([CH3:33])[CH3:32])[CH2:27][CH2:26]4)[N:20]3[CH3:23])=[C:16]([N:35]3[CH2:40][CH2:39][O:38][CH2:37][CH2:36]3)[N:15]=2)[C:12]2[CH:41]=[CH:42][CH:43]=[CH:44][C:11]=2[N:10]=1)C1C=CC=CC=1.C(O)(=O)C.